From a dataset of Full USPTO retrosynthesis dataset with 1.9M reactions from patents (1976-2016). Predict the reactants needed to synthesize the given product. (1) The reactants are: [CH3:1][O:2][C:3]1[CH:8]=[CH:7][C:6]([C:9]2[CH:14]=[CH:13][C:12]([C:15]([O:17][CH3:18])=[O:16])=[CH:11][C:10]=2[CH3:19])=[CH:5][C:4]=1[C:20]1[CH:25]=[CH:24][C:23]([C:26]([F:29])([F:28])[F:27])=[CH:22][C:21]=1[C@H:30]1[O:34][C:33](=[O:35])[NH:32][C@@H:31]1[CH3:36].[H-].[Na+].Br[CH2:40][C:41]1[CH:46]=[C:45]([C:47]([F:50])([F:49])[F:48])[CH:44]=[C:43]([C:51]([F:54])([F:53])[F:52])[CH:42]=1. Given the product [F:48][C:47]([F:49])([F:50])[C:45]1[CH:46]=[C:41]([CH:42]=[C:43]([C:51]([F:54])([F:52])[F:53])[CH:44]=1)[CH2:40][N:32]1[C@H:31]([CH3:36])[C@@H:30]([C:21]2[CH:22]=[C:23]([C:26]([F:27])([F:28])[F:29])[CH:24]=[CH:25][C:20]=2[C:4]2[CH:5]=[C:6]([C:9]3[CH:14]=[CH:13][C:12]([C:15]([O:17][CH3:18])=[O:16])=[CH:11][C:10]=3[CH3:19])[CH:7]=[CH:8][C:3]=2[O:2][CH3:1])[O:34][C:33]1=[O:35], predict the reactants needed to synthesize it. (2) Given the product [F:28][CH:2]([F:1])[C:3]1[CH:12]=[C:11]2[C:6]([C:7](=[O:19])[N:8]([N:14]([C:29](=[O:32])[CH2:30][CH3:31])[S:15]([CH3:18])(=[O:16])=[O:17])[C:9](=[O:13])[NH:10]2)=[CH:5][C:4]=1[C:20]1[N:21]([CH:25]([CH3:26])[CH3:27])[N:22]=[CH:23][CH:24]=1, predict the reactants needed to synthesize it. The reactants are: [F:1][CH:2]([F:28])[C:3]1[CH:12]=[C:11]2[C:6]([C:7](=[O:19])[N:8]([NH:14][S:15]([CH3:18])(=[O:17])=[O:16])[C:9](=[O:13])[NH:10]2)=[CH:5][C:4]=1[C:20]1[N:21]([CH:25]([CH3:27])[CH3:26])[N:22]=[CH:23][CH:24]=1.[C:29](Cl)(=[O:32])[CH2:30][CH3:31]. (3) Given the product [F:1][C:2]1[CH:7]=[CH:6][C:5]([C:8]2([CH3:39])[CH:17]([CH2:18][CH2:19][CH2:20][CH2:21][CH2:22][CH2:23][CH2:24][CH2:25][CH2:26][S:27]([CH2:28][CH2:29][CH2:30][C:31]([F:37])([F:36])[C:32]([F:33])([F:34])[F:35])=[O:49])[C:16]3[C:11](=[CH:12][C:13]([OH:38])=[CH:14][CH:15]=3)[S:10][CH2:9]2)=[CH:4][CH:3]=1, predict the reactants needed to synthesize it. The reactants are: [F:1][C:2]1[CH:7]=[CH:6][C:5]([C:8]2([CH3:39])[CH:17]([CH2:18][CH2:19][CH2:20][CH2:21][CH2:22][CH2:23][CH2:24][CH2:25][CH2:26][S:27][CH2:28][CH2:29][CH2:30][C:31]([F:37])([F:36])[C:32]([F:35])([F:34])[F:33])[C:16]3[C:11](=[CH:12][C:13]([OH:38])=[CH:14][CH:15]=3)[S:10][CH2:9]2)=[CH:4][CH:3]=1.O.CCCCCC.C(OCC)(=[O:49])C. (4) The reactants are: [N:1]1[C:6]2[S:7][C:8]3[CH2:13][NH:12][CH2:11][CH2:10][C:9]=3[C:5]=2[CH:4]=[N:3][CH:2]=1.Cl[CH2:15][C:16]([N:18]1[CH2:23][CH2:22][N:21]([CH:24]2[CH2:27][CH2:26][CH2:25]2)[CH2:20][CH2:19]1)=[O:17].C([O-])([O-])=O.[K+].[K+].[Na+].[I-]. Given the product [CH:24]1([N:21]2[CH2:22][CH2:23][N:18]([C:16](=[O:17])[CH2:15][N:12]3[CH2:11][CH2:10][C:9]4[C:5]5[CH:4]=[N:3][CH:2]=[N:1][C:6]=5[S:7][C:8]=4[CH2:13]3)[CH2:19][CH2:20]2)[CH2:27][CH2:26][CH2:25]1, predict the reactants needed to synthesize it. (5) Given the product [C:21]([C:20]1[CH:19]=[C:18]([C:16]2[N:17]=[C:13]([NH:12][C:7](=[O:8])[C:6]3[CH:10]=[CH:11][C:3]([O:2][CH3:1])=[CH:4][CH:5]=3)[S:14][C:15]=2[N:26]2[CH:30]=[N:29][CH:28]=[N:27]2)[CH:25]=[CH:24][CH:23]=1)#[N:22], predict the reactants needed to synthesize it. The reactants are: [CH3:1][O:2][C:3]1[CH:11]=[CH:10][C:6]([C:7](Cl)=[O:8])=[CH:5][CH:4]=1.[NH2:12][C:13]1[S:14][C:15]([N:26]2[CH:30]=[N:29][CH:28]=[N:27]2)=[C:16]([C:18]2[CH:19]=[C:20]([CH:23]=[CH:24][CH:25]=2)[C:21]#[N:22])[N:17]=1. (6) Given the product [Cl:1][C:2]1[CH:3]=[CH:4][C:5]([S:8][C:9]2[C:17]3[C:12](=[CH:13][CH:14]=[C:15]([C:18]([O:20][CH3:22])=[O:19])[CH:16]=3)[NH:11][C:10]=2[CH3:21])=[CH:6][CH:7]=1, predict the reactants needed to synthesize it. The reactants are: [Cl:1][C:2]1[CH:7]=[CH:6][C:5]([S:8][C:9]2[C:17]3[C:12](=[CH:13][CH:14]=[C:15]([C:18]([OH:20])=[O:19])[CH:16]=3)[NH:11][C:10]=2[CH3:21])=[CH:4][CH:3]=1.[CH3:22][Si](Cl)(C)C. (7) Given the product [CH:16]1([N:7]2[CH2:8][C:9]([F:15])([F:14])[C:10](=[O:13])[N:11]([CH3:12])[C:5]3[CH:4]=[N:3][C:2]([NH:33][C:34]4[CH:48]=[CH:47][C:37]([C:38]([NH:40][CH2:41][CH2:42][CH2:43][N:44]([CH3:45])[CH3:46])=[O:39])=[CH:36][CH:35]=4)=[N:20][C:6]2=3)[CH2:19][CH2:18][CH2:17]1, predict the reactants needed to synthesize it. The reactants are: Cl[C:2]1[N:3]=[CH:4][C:5]2[N:11]([CH3:12])[C:10](=[O:13])[C:9]([F:15])([F:14])[CH2:8][N:7]([CH:16]3[CH2:19][CH2:18][CH2:17]3)[C:6]=2[N:20]=1.O.C1(C)C(S(O)(=O)=O)=CC=CC=1.[NH2:33][C:34]1[CH:48]=[CH:47][C:37]([C:38]([NH:40][CH2:41][CH2:42][CH2:43][N:44]([CH3:46])[CH3:45])=[O:39])=[CH:36][CH:35]=1.